This data is from Forward reaction prediction with 1.9M reactions from USPTO patents (1976-2016). The task is: Predict the product of the given reaction. (1) Given the reactants [CH3:1][SH:2].[Na].O.[C:5]([O:8][C:9]1[CH:14]=[CH:13][C:12]([C:15](=[O:18])[CH2:16]Br)=[CH:11][C:10]=1[O:19][CH3:20])(=[O:7])[CH3:6], predict the reaction product. The product is: [C:5]([O:8][C:9]1[CH:14]=[CH:13][C:12]([C:15](=[O:18])[CH2:16][S:2][CH3:1])=[CH:11][C:10]=1[O:19][CH3:20])(=[O:7])[CH3:6]. (2) Given the reactants [CH3:1][O:2][C:3]([C:5]1[C:14]2[C:9](=[CH:10][CH:11]=[CH:12][CH:13]=2)[C:8]([CH3:15])=[CH:7][CH:6]=1)=[O:4].[Br:16]NC(=O)CCC(N)=O.CCOC(C)=O, predict the reaction product. The product is: [CH3:1][O:2][C:3]([C:5]1[C:14]2[C:9](=[CH:10][CH:11]=[CH:12][CH:13]=2)[C:8]([CH2:15][Br:16])=[CH:7][CH:6]=1)=[O:4].